Dataset: Catalyst prediction with 721,799 reactions and 888 catalyst types from USPTO. Task: Predict which catalyst facilitates the given reaction. (1) Reactant: C(NC([NH:6][C:7]1[S:8][C:9]2[C:15]([C:16]3[CH:21]=[CH:20][CH:19]=[CH:18][N:17]=3)=[CH:14][C:13]([O:22][S:23]([C:26]([F:29])([F:28])[F:27])(=[O:25])=[O:24])=[CH:12][C:10]=2[N:11]=1)=O)C. Product: [NH2:6][C:7]1[S:8][C:9]2[C:15]([C:16]3[CH:21]=[CH:20][CH:19]=[CH:18][N:17]=3)=[CH:14][C:13]([O:22][S:23]([C:26]([F:27])([F:29])[F:28])(=[O:25])=[O:24])=[CH:12][C:10]=2[N:11]=1. The catalyst class is: 197. (2) Reactant: Br[CH:2]([O:10][C:11]1[CH:16]=[C:15]([Cl:17])[CH:14]=[C:13]([Cl:18])[CH:12]=1)[C:3]([O:5][C:6]([CH3:9])([CH3:8])[CH3:7])=[O:4].[CH3:19][O-:20].[Na+]. Product: [CH3:19][O:20][CH:2]([O:10][C:11]1[CH:16]=[C:15]([Cl:17])[CH:14]=[C:13]([Cl:18])[CH:12]=1)[C:3]([O:5][C:6]([CH3:9])([CH3:8])[CH3:7])=[O:4]. The catalyst class is: 5. (3) Reactant: [OH:1][C:2]1[CH:3]=[C:4]([CH:7]=[CH:8][CH:9]=1)[CH:5]=[O:6].FC(F)(F)S(O[CH2:16][CH:17]([F:19])[F:18])(=O)=O.C([O-])([O-])=O.[Cs+].[Cs+].O. Product: [F:18][CH:17]([F:19])[CH2:16][O:1][C:2]1[CH:3]=[C:4]([CH:7]=[CH:8][CH:9]=1)[CH:5]=[O:6]. The catalyst class is: 31. (4) Reactant: [Cl:1][CH2:2][CH2:3][CH2:4][S:5](Cl)(=[O:7])=[O:6].[CH3:9][C:10]1([CH3:26])[C:14]([CH3:16])([CH3:15])[O:13][B:12]([C:17]2[CH:22]=[CH:21][C:20]([CH2:23][CH2:24][NH2:25])=[CH:19][CH:18]=2)[O:11]1.C1CCN2C(=NCCC2)CC1.Cl. Product: [CH3:15][C:14]1([CH3:16])[C:10]([CH3:9])([CH3:26])[O:11][B:12]([C:17]2[CH:22]=[CH:21][C:20]([CH2:23][CH2:24][NH:25][S:5]([CH2:4][CH2:3][CH2:2][Cl:1])(=[O:7])=[O:6])=[CH:19][CH:18]=2)[O:13]1. The catalyst class is: 4.